From a dataset of Full USPTO retrosynthesis dataset with 1.9M reactions from patents (1976-2016). Predict the reactants needed to synthesize the given product. (1) Given the product [S:10]1[C:14]2[CH:15]=[CH:16][CH:17]=[CH:18][C:13]=2[CH:12]=[C:11]1[C:19]([NH:20][C:21]1([C:22]([NH:1][C@H:2]([C:7]([OH:9])=[O:8])[CH2:3][CH2:4][S:5][CH3:6])=[O:24])[CH2:29][CH2:28][CH2:27][CH2:26][CH2:25]1)=[O:23], predict the reactants needed to synthesize it. The reactants are: [NH2:1][C@H:2]([C:7]([OH:9])=[O:8])[CH2:3][CH2:4][S:5][CH3:6].[S:10]1[C:14]2[CH:15]=[CH:16][CH:17]=[CH:18][C:13]=2[CH:12]=[C:11]1[C:19]1[O:23][C:22](=[O:24])[C:21]2([CH2:29][CH2:28][CH2:27][CH2:26][CH2:25]2)[N:20]=1. (2) Given the product [Cl:1][C:2]1[C:3]([F:23])=[C:4]([NH:5][C:6]2[C:15]3[C:10](=[CH:11][C:12]([O:18][CH3:19])=[C:13]([CH2:16][NH:24][C:25]4([C:30]([OH:32])=[O:31])[CH2:29][CH:28]=[CH:27][CH2:26]4)[CH:14]=3)[N:9]=[CH:8][N:7]=2)[CH:20]=[CH:21][CH:22]=1, predict the reactants needed to synthesize it. The reactants are: [Cl:1][C:2]1[C:3]([F:23])=[C:4]([CH:20]=[CH:21][CH:22]=1)[NH:5][C:6]1[C:15]2[C:10](=[CH:11][C:12]([O:18][CH3:19])=[C:13]([CH:16]=O)[CH:14]=2)[N:9]=[CH:8][N:7]=1.[NH2:24][C:25]1([C:30]([OH:32])=[O:31])[CH2:29][CH:28]=[CH:27][CH2:26]1. (3) Given the product [F:21][C:18]1[N:19]=[CH:20][C:15]([N:10]2[CH2:11][CH2:12][N:8]([C:3]3[CH:4]=[N:5][CH:6]=[CH:7][C:2]=3[CH3:1])[C:9]2=[O:13])=[CH:16][CH:17]=1, predict the reactants needed to synthesize it. The reactants are: [CH3:1][C:2]1[CH:7]=[CH:6][N:5]=[CH:4][C:3]=1[N:8]1[CH2:12][CH2:11][NH:10][C:9]1=[O:13].Br[C:15]1[CH:16]=[CH:17][C:18]([F:21])=[N:19][CH:20]=1.N[C@@H]1CCCC[C@H]1N.C(=O)([O-])[O-].[K+].[K+]. (4) Given the product [C:11]([NH:30][C@@H:31]([CH2:34][CH3:35])[CH:32]=[O:33])([C:18]1[CH:19]=[CH:20][CH:21]=[CH:22][CH:23]=1)([C:24]1[CH:29]=[CH:28][CH:27]=[CH:26][CH:25]=1)[C:12]1[CH:17]=[CH:16][CH:15]=[CH:14][CH:13]=1, predict the reactants needed to synthesize it. The reactants are: CS(C)=O.C(Cl)(=O)C(Cl)=O.[C:11]([NH:30][C@@H:31]([CH2:34][CH3:35])[CH2:32][OH:33])([C:24]1[CH:29]=[CH:28][CH:27]=[CH:26][CH:25]=1)([C:18]1[CH:23]=[CH:22][CH:21]=[CH:20][CH:19]=1)[C:12]1[CH:17]=[CH:16][CH:15]=[CH:14][CH:13]=1.CCN(CC)CC. (5) Given the product [CH2:1]1[C:4]2([CH2:7][CH:6]([O:8][C:9]3[N:10]=[CH:11][C:12]([C:24]4[C:23]([CH3:22])=[N:28][CH:27]=[C:26]([NH2:29])[CH:25]=4)=[CH:13][C:14]=3[N:15]3[CH2:20][CH2:19][O:18][CH2:17][CH2:16]3)[CH2:5]2)[CH2:3][O:2]1, predict the reactants needed to synthesize it. The reactants are: [CH2:1]1[C:4]2([CH2:7][CH:6]([O:8][C:9]3[C:14]([N:15]4[CH2:20][CH2:19][O:18][CH2:17][CH2:16]4)=[CH:13][C:12](Br)=[CH:11][N:10]=3)[CH2:5]2)[CH2:3][O:2]1.[CH3:22][C:23]1[N:28]=[CH:27][C:26]([NH2:29])=[CH:25][C:24]=1B1OC(C)(C)C(C)(C)O1.C(=O)([O-])[O-].[Na+].[Na+]. (6) Given the product [NH2:32][N:22]1[C:21](=[O:33])[C:20]2[C:25](=[C:26]([CH3:27])[C:17]([N:14]3[CH2:15][CH2:16][CH:12]([CH:8]([NH:7][CH3:6])[CH2:9][C:10]#[N:11])[CH2:13]3)=[C:18]([F:34])[CH:19]=2)[N:24]([CH:28]2[CH2:29][CH2:30]2)[C:23]1=[O:31], predict the reactants needed to synthesize it. The reactants are: C(O[C:6](=O)[NH:7][CH:8]([CH:12]1[CH2:16][CH2:15][N:14]([C:17]2[C:26]([CH3:27])=[C:25]3[C:20]([C:21](=[O:33])[N:22]([NH2:32])[C:23](=[O:31])[N:24]3[CH:28]3[CH2:30][CH2:29]3)=[CH:19][C:18]=2[F:34])[CH2:13]1)[CH2:9][C:10]#[N:11])(C)(C)C.Cl.